Dataset: Reaction yield outcomes from USPTO patents with 853,638 reactions. Task: Predict the reaction yield, written as a fraction of the theoretical maximum amount of product (1.0 means a 100% yield; for example, 0.34 means a 34% yield). (1) The catalyst is C(OCC)(=O)C.[C].[Pd]. The product is [C:1]([C:5]1([SiH2:11][C:12]([O:28][C:29]([C:48]2[CH:49]=[N:50][C:51]([CH2:54][CH3:55])=[CH:52][CH:53]=2)([SiH2:41][C:42]2[CH:47]=[CH:46][CH:45]=[CH:44][CH:43]=2)[SiH2:30][C:31]2([C:37]([CH3:38])([CH3:40])[CH3:39])[CH:32]=[CH:33][CH:34]=[CH:35][CH2:36]2)([C:20]2[CH:21]=[N:22][C:23]([CH2:26][CH3:27])=[CH:24][CH:25]=2)[SiH2:13][C:14]2[CH:15]=[CH:16][CH:17]=[CH:18][CH:19]=2)[CH:6]=[CH:7][CH:8]=[CH:9][CH2:10]1)([CH3:2])([CH3:3])[CH3:4]. The yield is 0.971. The reactants are [C:1]([C:5]1([SiH2:11][C:12]([O:28][C:29]([C:48]2[CH:49]=[N:50][C:51]([CH:54]=[CH2:55])=[CH:52][CH:53]=2)([SiH2:41][C:42]2[CH:47]=[CH:46][CH:45]=[CH:44][CH:43]=2)[SiH2:30][C:31]2([C:37]([CH3:40])([CH3:39])[CH3:38])[CH:36]=[CH:35][CH:34]=[CH:33][CH2:32]2)([C:20]2[CH:21]=[N:22][C:23]([CH:26]=[CH2:27])=[CH:24][CH:25]=2)[SiH2:13][C:14]2[CH:19]=[CH:18][CH:17]=[CH:16][CH:15]=2)[CH:10]=[CH:9][CH:8]=[CH:7][CH2:6]1)([CH3:4])([CH3:3])[CH3:2]. (2) The yield is 0.940. No catalyst specified. The product is [Cl:10][CH2:11][C:12]([NH:1][C:2]1[CH:9]=[CH:8][CH:7]=[CH:6][C:3]=1[CH2:4][OH:5])=[O:13]. The reactants are [NH2:1][C:2]1[CH:9]=[CH:8][CH:7]=[CH:6][C:3]=1[CH2:4][OH:5].[Cl:10][CH2:11][C:12](Cl)=[O:13]. (3) The reactants are C([N-]C(C)C)(C)C.[Li+].[CH3:9][O:10][C:11]1[CH:12]=[C:13]([CH2:19][C:20]([OH:22])=[O:21])[CH:14]=[CH:15][C:16]=1[O:17][CH3:18].I[CH2:24][CH:25]1[CH2:29][CH2:28][CH2:27][CH2:26]1. The catalyst is O1CCCC1.CN1CCCN(C)C1=O.CN1CCCN(C)C1=O. The product is [CH:25]1([CH2:24][CH:19]([C:13]2[CH:14]=[CH:15][C:16]([O:17][CH3:18])=[C:11]([O:10][CH3:9])[CH:12]=2)[C:20]([OH:22])=[O:21])[CH2:29][CH2:28][CH2:27][CH2:26]1. The yield is 0.638. (4) The reactants are CN(C(ON1N=NC2C=CC=NC1=2)=[N+](C)C)C.F[P-](F)(F)(F)(F)F.[F:25][C:26]([F:44])([F:43])[C:27]1[CH:32]=[CH:31][CH:30]=[CH:29][C:28]=1[C:33]1[CH:34]=[CH:35][C:36]2[N:37]([C:39]([NH2:42])=[CH:40][N:41]=2)[N:38]=1.[CH3:45][C:46]1[N:47]=[CH:48][C:49]([C:52](O)=[O:53])=[N:50][CH:51]=1.CCN(C(C)C)C(C)C. The catalyst is CC(N(C)C)=O.O. The product is [CH3:45][C:46]1[N:47]=[CH:48][C:49]([C:52]([NH:42][C:39]2[N:37]3[N:38]=[C:33]([C:28]4[CH:29]=[CH:30][CH:31]=[CH:32][C:27]=4[C:26]([F:25])([F:43])[F:44])[CH:34]=[CH:35][C:36]3=[N:41][CH:40]=2)=[O:53])=[N:50][CH:51]=1. The yield is 0.770. (5) The reactants are [OH:1][CH2:2][C:3]1[N:8]=[C:7]([O:9][CH2:10][C@@H:11]2[CH2:16][CH2:15][CH2:14][CH2:13][N:12]2[C:17]([O:19][C:20]([CH3:23])([CH3:22])[CH3:21])=[O:18])[CH:6]=[CH:5][CH:4]=1.CCN(C(C)C)C(C)C.[CH3:33][S:34](Cl)(=[O:36])=[O:35].O. The catalyst is C(Cl)Cl. The product is [CH3:33][S:34]([O:1][CH2:2][C:3]1[N:8]=[C:7]([O:9][CH2:10][C@@H:11]2[CH2:16][CH2:15][CH2:14][CH2:13][N:12]2[C:17]([O:19][C:20]([CH3:23])([CH3:22])[CH3:21])=[O:18])[CH:6]=[CH:5][CH:4]=1)(=[O:36])=[O:35]. The yield is 1.04. (6) The reactants are [CH3:1][O:2][C:3]([C:5]1[S:16][C:8]2=[N:9][CH:10]=[C:11]([N+:13]([O-:15])=[O:14])[CH:12]=[C:7]2[C:6]=1[OH:17])=[O:4].C(=O)([O-])[O-].[K+].[K+].Br[CH2:25][C:26]([O:28][C:29]([CH3:32])([CH3:31])[CH3:30])=[O:27].Cl. The catalyst is O.CN(C=O)C. The product is [CH3:1][O:2][C:3]([C:5]1[S:16][C:8]2=[N:9][CH:10]=[C:11]([N+:13]([O-:15])=[O:14])[CH:12]=[C:7]2[C:6]=1[O:17][CH2:25][C:26]([O:28][C:29]([CH3:32])([CH3:31])[CH3:30])=[O:27])=[O:4]. The yield is 0.740. (7) The reactants are [C:1]([C:3]1[CH:8]=[CH:7][C:6]([CH:9]2[CH2:14][CH2:13][N:12]([C:15]([C:17]3[CH:18]=[CH:19][C:20]([CH3:40])=[C:21]([NH:23][S:24]([CH2:27][CH2:28][N:29]4C(=O)C5C(=CC=CC=5)C4=O)(=[O:26])=[O:25])[CH:22]=3)=[O:16])[CH2:11][CH2:10]2)=[CH:5][CH:4]=1)#[N:2].O.NN. The catalyst is C(O)C. The product is [NH2:29][CH2:28][CH2:27][S:24]([NH:23][C:21]1[CH:22]=[C:17]([C:15]([N:12]2[CH2:13][CH2:14][CH:9]([C:6]3[CH:7]=[CH:8][C:3]([C:1]#[N:2])=[CH:4][CH:5]=3)[CH2:10][CH2:11]2)=[O:16])[CH:18]=[CH:19][C:20]=1[CH3:40])(=[O:25])=[O:26]. The yield is 0.650. (8) The reactants are Br[C:2]1[CH:7]=[C:6]([C:8]([CH3:11])([CH3:10])[CH3:9])[C:5]([N+:12]([O-:14])=[O:13])=[CH:4][C:3]=1[NH2:15].CCN(CC)CC.[CH3:23][Si:24]([C:27]#[CH:28])([CH3:26])[CH3:25]. The catalyst is C1(C)C=CC=CC=1.O.Cl[Pd](Cl)([P](C1C=CC=CC=1)(C1C=CC=CC=1)C1C=CC=CC=1)[P](C1C=CC=CC=1)(C1C=CC=CC=1)C1C=CC=CC=1.[Cu]I. The product is [C:8]([C:6]1[C:5]([N+:12]([O-:14])=[O:13])=[CH:4][C:3]([NH:15][C:28]#[C:27][Si:24]([CH3:26])([CH3:25])[CH3:23])=[CH:2][CH:7]=1)([CH3:11])([CH3:10])[CH3:9]. The yield is 0.810. (9) The reactants are [F:1][C:2]1[CH:7]=[C:6](I)[CH:5]=[CH:4][C:3]=1[N:9]1[CH:14]=[C:13]([O:15][CH3:16])[C:12](=[O:17])[C:11]([C:18]2[N:22]([C:23]3[CH:28]=[CH:27][CH:26]=[CH:25][CH:24]=3)[N:21]=[CH:20][CH:19]=2)=[N:10]1.[Cl:29][C:30]1[CH:31]=[N:32][NH:33][CH:34]=1.C(=NO)C1C(=CC=CC=1)O.C([O-])([O-])=O.[Cs+].[Cs+]. The catalyst is CC#N.O. The product is [Cl:29][C:30]1[CH:31]=[N:32][N:33]([C:6]2[CH:5]=[CH:4][C:3]([N:9]3[CH:14]=[C:13]([O:15][CH3:16])[C:12](=[O:17])[C:11]([C:18]4[N:22]([C:23]5[CH:28]=[CH:27][CH:26]=[CH:25][CH:24]=5)[N:21]=[CH:20][CH:19]=4)=[N:10]3)=[C:2]([F:1])[CH:7]=2)[CH:34]=1. The yield is 0.150.